From a dataset of Full USPTO retrosynthesis dataset with 1.9M reactions from patents (1976-2016). Predict the reactants needed to synthesize the given product. (1) Given the product [F:14][C:2]([F:1])([F:15])[C:3]1[CH:4]=[C:5]2[C:10](=[O:11])[N:20]([CH2:16][CH:17]([CH3:19])[CH3:18])[C:7](=[O:9])[C:6]2=[CH:12][CH:13]=1, predict the reactants needed to synthesize it. The reactants are: [F:1][C:2]([F:15])([F:14])[C:3]1[CH:4]=[C:5]2[C:10](=[O:11])[O:9][C:7](=O)[C:6]2=[CH:12][CH:13]=1.[CH2:16]([NH2:20])[CH:17]([CH3:19])[CH3:18].C1(C)C=CC(S(O)(=O)=O)=CC=1. (2) Given the product [Br:1][C:2]1[CH:3]=[C:4]2[C:8](=[CH:9][C:10]=1[CH:11]=[O:12])[CH2:7][N:6]([C:13]([O:15][C:16]([CH3:19])([CH3:18])[CH3:17])=[O:14])[CH2:5]2, predict the reactants needed to synthesize it. The reactants are: [Br:1][C:2]1[CH:3]=[C:4]2[C:8](=[CH:9][C:10]=1[CH2:11][OH:12])[CH2:7][N:6]([C:13]([O:15][C:16]([CH3:19])([CH3:18])[CH3:17])=[O:14])[CH2:5]2.CC(OI1(OC(C)=O)(OC(C)=O)OC(=O)C2C=CC=CC1=2)=O. (3) Given the product [Br:18][C:19]1[N:20]=[C:21]([N:11]2[CH:12]=[CH:13][C:14](=[O:15])[C:9]([O:8][CH2:7][C:6]3[CH:5]=[CH:4][C:3]([O:2][CH3:1])=[CH:17][CH:16]=3)=[CH:10]2)[CH:22]=[CH:23][CH:24]=1, predict the reactants needed to synthesize it. The reactants are: [CH3:1][O:2][C:3]1[CH:17]=[CH:16][C:6]([CH2:7][O:8][C:9]2[C:14](=[O:15])[CH:13]=[CH:12][NH:11][CH:10]=2)=[CH:5][CH:4]=1.[Br:18][C:19]1[CH:24]=[CH:23][CH:22]=[C:21](Br)[N:20]=1.C([O-])([O-])=O.[K+].[K+]. (4) The reactants are: [OH:1][C:2]([C:4]([F:7])([F:6])[F:5])=[O:3].[C:8]([C:12]1[N:13](O)[C:14]2[C:23]3[CH:22]=[N:21][N:20]=[C:19]([O:24][CH3:25])[C:18]=3[C:17]3[CH:26]=[C:27]([F:30])[CH:28]=[CH:29][C:16]=3[C:15]=2[N:31]=1)([CH3:11])([CH3:10])[CH3:9].C(P(CC)CC)C. Given the product [OH:3][C:2]([C:4]([F:7])([F:6])[F:5])=[O:1].[C:8]([C:12]1[NH:13][C:14]2[C:23]3[CH:22]=[N:21][N:20]=[C:19]([O:24][CH3:25])[C:18]=3[C:17]3[C:16](=[CH:29][CH:28]=[C:27]([F:30])[CH:26]=3)[C:15]=2[N:31]=1)([CH3:11])([CH3:9])[CH3:10], predict the reactants needed to synthesize it. (5) Given the product [F:45][C:42]1[CH:40]=[C:17]([F:20])[CH:16]=[CH:15][C:14]=1[C:11]1[CH:12]=[CH:13][C:8]2[N:7]=[C:25]([C:26]3[CH:31]=[CH:30][CH:29]=[C:28]([N:32]4[CH:36]=[CH:35][N:34]=[N:33]4)[CH:27]=3)[CH2:24][C:23](=[O:38])[NH:22][C:9]=2[CH:10]=1, predict the reactants needed to synthesize it. The reactants are: C(OC(=O)[NH:7][C:8]1[CH:13]=[CH:12][C:11]([C:14]2C=C[C:17]([F:20])=[CH:16][C:15]=2F)=[CH:10][C:9]=1[NH:22][C:23](=[O:38])[CH2:24][C:25](=O)[C:26]1[CH:31]=[CH:30][CH:29]=[C:28]([N:32]2[CH:36]=[CH:35][N:34]=[N:33]2)[CH:27]=1)(C)(C)C.[C:40](O)([C:42]([F:45])(F)F)=O.